This data is from Forward reaction prediction with 1.9M reactions from USPTO patents (1976-2016). The task is: Predict the product of the given reaction. (1) Given the reactants CS(C1[N:5]=[N:6]C(C2C=CC=CC=2)=CN=1)=O.CS([C:19]1[N:20]=[N:21][C:22]([C:25]2[C:26]([CH2:30][CH3:31])=[N:27][NH:28][CH:29]=2)=[CH:23][N:24]=1)=O, predict the reaction product. The product is: [NH:5]([C:19]1[N:20]=[N:21][C:22]([C:25]2[C:26]([CH2:30][CH3:31])=[N:27][NH:28][CH:29]=2)=[CH:23][N:24]=1)[NH2:6]. (2) Given the reactants [OH:1][CH2:2][CH:3]1[NH:8][CH2:7][CH2:6][N:5]([C:9]([O:11][C:12]([CH3:15])([CH3:14])[CH3:13])=[O:10])[CH2:4]1.[CH:16]1[CH:21]=[N:20][CH:19]=[C:18]([N:22]=[C:23]=[O:24])[CH:17]=1, predict the reaction product. The product is: [OH:1][CH2:2][CH:3]1[N:8]([C:23](=[O:24])[NH:22][C:18]2[CH:19]=[N:20][CH:21]=[CH:16][CH:17]=2)[CH2:7][CH2:6][N:5]([C:9]([O:11][C:12]([CH3:15])([CH3:14])[CH3:13])=[O:10])[CH2:4]1. (3) Given the reactants [Br:1][C:2]1[CH:7]=[CH:6][C:5]([C:8]2([CH3:15])[NH:12]C(=O)N[C:9]2=[O:14])=[CH:4][CH:3]=1.[OH-:16].[Na+].Cl, predict the reaction product. The product is: [NH2:12][C:8]([C:5]1[CH:6]=[CH:7][C:2]([Br:1])=[CH:3][CH:4]=1)([CH3:15])[C:9]([OH:16])=[O:14]. (4) Given the reactants [CH:1]([C:4]1[N:8]=[C:7]([N:9]2[CH2:14][CH2:13][CH:12]([OH:15])[CH2:11][CH2:10]2)[O:6][N:5]=1)([CH3:3])[CH3:2].Br[C:17]1[S:18][CH:19]=[C:20]([Br:22])[N:21]=1, predict the reaction product. The product is: [Br:22][C:20]1[N:21]=[C:17]([O:15][CH:12]2[CH2:11][CH2:10][N:9]([C:7]3[O:6][N:5]=[C:4]([CH:1]([CH3:3])[CH3:2])[N:8]=3)[CH2:14][CH2:13]2)[S:18][CH:19]=1. (5) Given the reactants [ClH:1].Cl.[CH3:3][N:4]1[C:8]([CH2:9][NH:10][CH2:11][C:12]2[CH:19]=[CH:18][C:15]([C:16]#[N:17])=[C:14]([C:20]3[C:29]4[C:24](=[CH:25][CH:26]=[CH:27][CH:28]=4)[CH:23]=[CH:22][CH:21]=3)[CH:13]=2)=[CH:7][N:6]=[CH:5]1.[F:30][C:31]([F:41])([F:40])[C:32]1[CH:39]=[CH:38][C:35]([CH:36]=O)=[CH:34][CH:33]=1.[O-]S([O-])(=O)=O.[Na+].[Na+].C([BH3-])#N.[Na+], predict the reaction product. The product is: [ClH:1].[ClH:1].[CH3:3][N:4]1[C:8]([CH2:9][N:10]([CH2:11][C:12]2[CH:19]=[CH:18][C:15]([C:16]#[N:17])=[C:14]([C:20]3[C:29]4[C:24](=[CH:25][CH:26]=[CH:27][CH:28]=4)[CH:23]=[CH:22][CH:21]=3)[CH:13]=2)[CH2:36][C:35]2[CH:34]=[CH:33][C:32]([C:31]([F:30])([F:40])[F:41])=[CH:39][CH:38]=2)=[CH:7][N:6]=[CH:5]1. (6) Given the reactants [I:1][C:2]1[CH:10]=[C:9]2[C:5]([C:6](C=CC3C=CC=CC=3)=[N:7][N:8]2[CH2:11][O:12][CH2:13][CH2:14][Si:15]([CH3:18])([CH3:17])[CH3:16])=[CH:4][CH:3]=1.CO.O=[O+][O-].[CH:32]([O:37][CH3:38])([O:35][CH3:36])OC, predict the reaction product. The product is: [CH3:38][O:37][CH:32]([C:6]1[C:5]2[C:9](=[CH:10][C:2]([I:1])=[CH:3][CH:4]=2)[N:8]([CH2:11][O:12][CH2:13][CH2:14][Si:15]([CH3:18])([CH3:17])[CH3:16])[N:7]=1)[O:35][CH3:36]. (7) Given the reactants [Cl:1][C:2]1[CH:33]=[CH:32][CH:31]=[C:30]([C:34]([F:37])([F:36])[F:35])[C:3]=1[C:4]([N:6]1[C:14]2[C:9](=[CH:10][CH:11]=[C:12]([N:15]([CH3:19])[C:16](=[O:18])[CH3:17])[CH:13]=2)[C:8]([C:20]2[CH:28]=[CH:27][C:23]([C:24]([O-:26])=[O:25])=[CH:22][C:21]=2[F:29])=[N:7]1)=[O:5].O[Li].O, predict the reaction product. The product is: [Cl:1][C:2]1[CH:33]=[CH:32][CH:31]=[C:30]([C:34]([F:36])([F:37])[F:35])[C:3]=1[C:4]([N:6]1[C:14]2[C:9](=[CH:10][CH:11]=[C:12]([N:15]([CH3:19])[C:16](=[O:18])[CH3:17])[CH:13]=2)[C:8]([C:20]2[CH:28]=[CH:27][C:23]([C:24]([OH:26])=[O:25])=[CH:22][C:21]=2[F:29])=[N:7]1)=[O:5]. (8) Given the reactants [N:1]([C@H:4]([C@H:14]1[O:18][C:17](=[O:19])[C@H:16]([CH:20]([CH3:22])[CH3:21])[CH2:15]1)[CH2:5][O:6]CC1C=CC=CC=1)=[N+]=[N-].[ClH:23].O1CCOCC1.[H][H], predict the reaction product. The product is: [ClH:23].[NH2:1][C@H:4]([C@H:14]1[O:18][C:17](=[O:19])[C@H:16]([CH:20]([CH3:22])[CH3:21])[CH2:15]1)[CH2:5][OH:6]. (9) Given the reactants Br[C:2]1[CH:3]=[CH:4][CH:5]=[C:6]2[C:11]=1[O:10][CH2:9][CH2:8][CH2:7]2.[CH3:12][C:13]1([CH3:29])[C:17]([CH3:19])([CH3:18])[O:16][B:15]([B:15]2[O:16][C:17]([CH3:19])([CH3:18])[C:13]([CH3:29])([CH3:12])[O:14]2)[O:14]1.C([O-])(=O)C.[K+].COCCOC, predict the reaction product. The product is: [CH3:12][C:13]1([CH3:29])[C:17]([CH3:19])([CH3:18])[O:16][B:15]([C:2]2[CH:3]=[CH:4][CH:5]=[C:6]3[C:11]=2[O:10][CH2:9][CH2:8][CH2:7]3)[O:14]1.